Dataset: Forward reaction prediction with 1.9M reactions from USPTO patents (1976-2016). Task: Predict the product of the given reaction. (1) Given the reactants [CH2:1]([O:8][C:9]([N:11]1[CH2:15][CH:14]([CH2:16][O:17][C:18]2[CH:23]=[CH:22][C:21]([F:24])=[C:20]([F:25])[CH:19]=2)[CH:13]2[N:26]([C:29](=[O:43])[CH:30]([NH:35]C(OC(C)(C)C)=O)[C:31]([CH3:34])([CH3:33])[CH3:32])[CH2:27][CH2:28][CH:12]12)=[O:10])[C:2]1[CH:7]=[CH:6][CH:5]=[CH:4][CH:3]=1.C(O)(C(F)(F)F)=O, predict the reaction product. The product is: [CH2:1]([O:8][C:9]([N:11]1[CH2:15][CH:14]([CH2:16][O:17][C:18]2[CH:23]=[CH:22][C:21]([F:24])=[C:20]([F:25])[CH:19]=2)[CH:13]2[N:26]([C:29](=[O:43])[CH:30]([NH2:35])[C:31]([CH3:32])([CH3:34])[CH3:33])[CH2:27][CH2:28][CH:12]12)=[O:10])[C:2]1[CH:3]=[CH:4][CH:5]=[CH:6][CH:7]=1. (2) Given the reactants [CH2:1]([O:3][C:4]([N:6]1[CH2:13][CH:12]2[CH:8]([CH:9]([CH3:18])[C:10]3[CH:16]=[C:15]([CH3:17])[S:14][C:11]=32)[CH2:7]1)=[O:5])[CH3:2].C(Cl)(Cl)Cl.C1(C=CC(O)=CC=1)O.C1C(=O)N([Br:38])C(=O)C1, predict the reaction product. The product is: [CH2:1]([O:3][C:4]([N:6]1[CH2:13][CH:12]2[CH:8]([CH:9]([CH3:18])[C:10]3[C:16]([Br:38])=[C:15]([CH3:17])[S:14][C:11]=32)[CH2:7]1)=[O:5])[CH3:2]. (3) Given the reactants Cl[C:2]1[N:7]=[C:6]([NH:8][C:9]2[CH:14]=[CH:13][CH:12]=[CH:11][C:10]=2[S:15]([CH:18]([CH3:20])[CH3:19])(=[O:17])=[O:16])[C:5]([Cl:21])=[CH:4][N:3]=1.[NH2:22][C:23]1[C:42]([O:43][CH3:44])=[CH:41][C:26]2[CH2:27][CH2:28][N:29]([CH2:32][C:33]([N:35]3[CH2:40][CH2:39][O:38][CH2:37][CH2:36]3)=[O:34])[CH2:30][CH2:31][C:25]=2[CH:24]=1, predict the reaction product. The product is: [Cl:21][C:5]1[C:6]([NH:8][C:9]2[CH:14]=[CH:13][CH:12]=[CH:11][C:10]=2[S:15]([CH:18]([CH3:20])[CH3:19])(=[O:17])=[O:16])=[N:7][C:2]([NH:22][C:23]2[C:42]([O:43][CH3:44])=[CH:41][C:26]3[CH2:27][CH2:28][N:29]([CH2:32][C:33]([N:35]4[CH2:40][CH2:39][O:38][CH2:37][CH2:36]4)=[O:34])[CH2:30][CH2:31][C:25]=3[CH:24]=2)=[N:3][CH:4]=1. (4) The product is: [Br:1][C:2]1[CH:3]=[CH:4][C:5]([F:19])=[C:6]([C:8]2[N:17]=[C:16]([N:28]([CH2:20][CH2:21][C:22]3[CH:23]=[CH:24][CH:25]=[CH:26][CH:27]=3)[C:29]3[CH:34]=[CH:33][N:32]=[CH:31][CH:30]=3)[C:15]3[C:10](=[N:11][CH:12]=[CH:13][N:14]=3)[N:9]=2)[CH:7]=1. Given the reactants [Br:1][C:2]1[CH:3]=[CH:4][C:5]([F:19])=[C:6]([C:8]2[NH:17][C:16](=O)[C:15]3[C:10](=[N:11][CH:12]=[CH:13][N:14]=3)[N:9]=2)[CH:7]=1.[CH2:20]([NH:28][C:29]1[CH:34]=[CH:33][N:32]=[CH:31][CH:30]=1)[CH2:21][C:22]1[CH:27]=[CH:26][CH:25]=[CH:24][CH:23]=1.C(N(C1C=CN=CC=1)C1C2C(=NC=CN=2)N=C(C2C=C(Br)C=CC=2F)N=1)CCC, predict the reaction product. (5) Given the reactants [C:1]([C:3]1[CH:8]=[CH:7][N:6]=[C:5]([C:9]([NH:11][C:12]2[CH:13]=[C:14]3[C:18](=[CH:19][CH:20]=2)[NH:17][CH:16]=[C:15]3[CH:21]2[CH2:26][CH2:25][N:24]([C:27]([O:29][C:30]([CH3:33])([CH3:32])[CH3:31])=[O:28])[CH2:23][CH2:22]2)=[O:10])[CH:4]=1)#[N:2].[OH-].[Na+].[CH2:36](I)[CH3:37], predict the reaction product. The product is: [C:1]([C:3]1[CH:8]=[CH:7][N:6]=[C:5]([C:9]([NH:11][C:12]2[CH:13]=[C:14]3[C:18](=[CH:19][CH:20]=2)[N:17]([CH2:36][CH3:37])[CH:16]=[C:15]3[CH:21]2[CH2:26][CH2:25][N:24]([C:27]([O:29][C:30]([CH3:33])([CH3:32])[CH3:31])=[O:28])[CH2:23][CH2:22]2)=[O:10])[CH:4]=1)#[N:2]. (6) The product is: [CH:38]1([NH:28][C:11]2[C:12]3[N:13]([C:15]([C:18]([NH:20][C:21]4[CH:22]=[CH:23][N:24]=[CH:47][C:49]=4[F:52])=[O:19])=[CH:16][N:17]=3)[N:14]=[C:9]([NH:8][C@H:5]3[CH2:6][CH2:7][C@H:2]([NH:1][C:42](=[O:43])[NH:41][CH:44]([CH3:46])[CH3:45])[CH2:3][CH2:4]3)[CH:10]=2)[CH2:39][CH2:40]1. Given the reactants [NH2:1][C@H:2]1[CH2:7][CH2:6][C@H:5]([NH:8][C:9]2[CH:10]=[C:11]([N:28]([CH:38]3[CH2:40][CH2:39]3)CC3C=CC(OC)=CC=3)[C:12]3[N:13]([C:15]([C:18]([NH:20][C:21]4C=C[N:24]=[CH:23][C:22]=4F)=[O:19])=[CH:16][N:17]=3)[N:14]=2)[CH2:4][CH2:3]1.[N:41]([CH:44]([CH3:46])[CH3:45])=[C:42]=[O:43].[C:47](O)([C:49]([F:52])(F)F)=O, predict the reaction product. (7) The product is: [CH3:4][Si:2]([C:5]#[C:6][Si:7]([CH:11]([CH3:13])[CH3:12])([CH:8]([CH3:9])[CH3:10])[Br:14])([CH3:1])[CH3:3]. Given the reactants [CH3:1][Si:2]([C:5]#[C:6][SiH:7]([CH:11]([CH3:13])[CH3:12])[CH:8]([CH3:10])[CH3:9])([CH3:4])[CH3:3].[Br-:14], predict the reaction product. (8) Given the reactants [Cl:1][C:2]1[CH:3]=[N:4][C:5]2[N:6]([N:8]=[C:9]([C:11]([OH:13])=O)[CH:10]=2)[CH:7]=1.[CH3:14][CH:15]1[C:24]2[C:19](=[CH:20][CH:21]=[C:22]([CH3:25])[CH:23]=2)[CH2:18][CH2:17][NH:16]1, predict the reaction product. The product is: [Cl:1][C:2]1[CH:3]=[N:4][C:5]2[N:6]([N:8]=[C:9]([C:11]([N:16]3[CH2:17][CH2:18][C:19]4[C:24](=[CH:23][C:22]([CH3:25])=[CH:21][CH:20]=4)[CH:15]3[CH3:14])=[O:13])[CH:10]=2)[CH:7]=1.